Dataset: Full USPTO retrosynthesis dataset with 1.9M reactions from patents (1976-2016). Task: Predict the reactants needed to synthesize the given product. (1) Given the product [F:16][C:5]1[C:6]([NH:8][C:9]2[CH:14]=[CH:13][CH:12]=[C:11]([OH:15])[CH:10]=2)=[N:7][C:2]([NH:24][C:23]2[CH:25]=[CH:26][CH:27]=[C:21]([C:19]([NH:18][CH3:17])=[O:20])[CH:22]=2)=[N:3][CH:4]=1, predict the reactants needed to synthesize it. The reactants are: Cl[C:2]1[N:7]=[C:6]([NH:8][C:9]2[CH:14]=[CH:13][CH:12]=[C:11]([OH:15])[CH:10]=2)[C:5]([F:16])=[CH:4][N:3]=1.[CH3:17][NH:18][C:19]([C:21]1[CH:22]=[C:23]([CH:25]=[CH:26][CH:27]=1)[NH2:24])=[O:20]. (2) Given the product [CH:10]1[C:11]2[C:16](=[CH:15][CH:14]=[CH:13][CH:12]=2)[CH:17]=[CH:18][C:9]=1[CH:1]([C:2]1[CH:3]=[CH:4][CH:5]=[CH:6][CH:7]=1)[OH:8], predict the reactants needed to synthesize it. The reactants are: [C:1]([C:9]1[C:18]2[C:13](=[CH:14][CH:15]=[CH:16][CH:17]=2)[CH:12]=[CH:11][CH:10]=1)(=[O:8])[C:2]1[CH:7]=[CH:6][CH:5]=[CH:4][CH:3]=1.[BH4-].[Na+].